This data is from Forward reaction prediction with 1.9M reactions from USPTO patents (1976-2016). The task is: Predict the product of the given reaction. (1) Given the reactants [O:1]1[CH2:6][CH2:5][CH:4]([N:7]2[CH2:12][CH2:11][N:10]([C:13]#[N:14])[CH2:9][CH2:8]2)[CH2:3][CH2:2]1.Cl.[NH2:16][OH:17].C([O-])([O-])=O.[Na+].[Na+], predict the reaction product. The product is: [OH:17]/[N:16]=[C:13](\[N:10]1[CH2:11][CH2:12][N:7]([CH:4]2[CH2:5][CH2:6][O:1][CH2:2][CH2:3]2)[CH2:8][CH2:9]1)/[NH2:14]. (2) Given the reactants [Br:1][C:2]1[CH:7]=[CH:6][C:5]([NH:8][C:9]2[C:17]([C:18](O)=[O:19])=[C:16]3[N:12]([CH2:13][CH2:14][CH2:15]3)[C:11](=[O:21])[CH:10]=2)=[C:4]([F:22])[CH:3]=1.CCN=C=N[CH2:28][CH2:29][CH2:30][N:31](C)C.C1C=CC2N(O)N=NC=2C=1.C1([CH2:47][O:48]N)CC1, predict the reaction product. The product is: [CH:30]1([N:31]([O:48][CH3:47])[C:18]([C:17]2[C:9]([NH:8][C:5]3[CH:6]=[CH:7][C:2]([Br:1])=[CH:3][C:4]=3[F:22])=[CH:10][C:11](=[O:21])[N:12]3[C:16]=2[CH2:15][CH2:14][CH2:13]3)=[O:19])[CH2:28][CH2:29]1. (3) Given the reactants [Br:1][C:2]1[C:3]([C:10]2[CH:15]=[CH:14][C:13]([NH2:16])=[CH:12][CH:11]=2)=[N:4][N:5]([CH:7]([CH3:9])[CH3:8])[CH:6]=1.[CH3:17][NH:18][CH3:19].[O:20]1[CH2:24]CCC1, predict the reaction product. The product is: [Br:1][C:2]1[C:3]([C:10]2[CH:15]=[CH:14][C:13]([NH:16][C:24](=[O:20])[N:18]([CH3:19])[CH3:17])=[CH:12][CH:11]=2)=[N:4][N:5]([CH:7]([CH3:9])[CH3:8])[CH:6]=1. (4) Given the reactants [CH3:1][CH:2]1[CH:15]2[CH:5]([CH2:6][C:7]32[CH2:9][CH:8]3[C:10]([O:12]CC)=[O:11])[CH2:4][CH2:3]1.C1(C(OCC)=O)C2(CCCCC2)C1, predict the reaction product. The product is: [CH3:1][CH:2]1[CH:15]2[CH:5]([CH2:6][C:7]32[CH2:9][CH:8]3[C:10]([OH:12])=[O:11])[CH2:4][CH2:3]1. (5) Given the reactants [Si:1]([O:8][C@H:9]1[C@H:13]2[O:14][CH2:15][C@@H:16]([O:17][C:18]3[N:28]([CH2:29][O:30][CH2:31][CH2:32][Si:33]([CH3:36])([CH3:35])[CH3:34])[C:21]4=[N:22][C:23](I)=[C:24]([Cl:26])[CH:25]=[C:20]4[N:19]=3)[C@H:12]2[O:11][CH2:10]1)([C:4]([CH3:7])([CH3:6])[CH3:5])([CH3:3])[CH3:2].CC1(C)C(C)(C)OB([C:45]2[CH:50]=[CH:49][C:48]([C@H:51]3[CH2:56][CH2:55][C@H:54]([OH:57])[CH2:53][CH2:52]3)=[CH:47][CH:46]=2)O1, predict the reaction product. The product is: [Si:1]([O:8][C@H:9]1[C@H:13]2[O:14][CH2:15][C@@H:16]([O:17][C:18]3[N:28]([CH2:29][O:30][CH2:31][CH2:32][Si:33]([CH3:36])([CH3:35])[CH3:34])[C:21]4=[N:22][C:23]([C:45]5[CH:50]=[CH:49][C:48]([C@H:51]6[CH2:52][CH2:53][C@H:54]([OH:57])[CH2:55][CH2:56]6)=[CH:47][CH:46]=5)=[C:24]([Cl:26])[CH:25]=[C:20]4[N:19]=3)[C@H:12]2[O:11][CH2:10]1)([C:4]([CH3:7])([CH3:6])[CH3:5])([CH3:3])[CH3:2]. (6) Given the reactants [Si]([NH:8][C:9]1[N:10]=[C:11]([Cl:21])[C:12]2[CH:17]=[CH:16][N:15]([CH2:18][CH2:19]C)[C:13]=2[N:14]=1)(C(C)(C)C)(C)C.I[CH2:23][CH2:24][CH3:25].[H-].[Na+].Cl.[CH3:29]N(C=O)C, predict the reaction product. The product is: [CH2:23]([NH:8][C:9]1[N:10]=[C:11]([Cl:21])[C:12]2[CH:17]=[CH:16][N:15]([CH:18]([CH3:19])[CH3:29])[C:13]=2[N:14]=1)[CH2:24][CH3:25].